This data is from NCI-60 drug combinations with 297,098 pairs across 59 cell lines. The task is: Regression. Given two drug SMILES strings and cell line genomic features, predict the synergy score measuring deviation from expected non-interaction effect. (1) Drug 1: CC1=C2C(C(=O)C3(C(CC4C(C3C(C(C2(C)C)(CC1OC(=O)C(C(C5=CC=CC=C5)NC(=O)OC(C)(C)C)O)O)OC(=O)C6=CC=CC=C6)(CO4)OC(=O)C)OC)C)OC. Drug 2: CN(CCCl)CCCl.Cl. Cell line: SF-539. Synergy scores: CSS=58.7, Synergy_ZIP=11.4, Synergy_Bliss=11.9, Synergy_Loewe=-9.87, Synergy_HSA=13.9. (2) Drug 1: CC1=C(C(=CC=C1)Cl)NC(=O)C2=CN=C(S2)NC3=CC(=NC(=N3)C)N4CCN(CC4)CCO. Drug 2: CC1C(C(CC(O1)OC2CC(OC(C2O)C)OC3=CC4=CC5=C(C(=O)C(C(C5)C(C(=O)C(C(C)O)O)OC)OC6CC(C(C(O6)C)O)OC7CC(C(C(O7)C)O)OC8CC(C(C(O8)C)O)(C)O)C(=C4C(=C3C)O)O)O)O. Cell line: T-47D. Synergy scores: CSS=51.2, Synergy_ZIP=4.16, Synergy_Bliss=6.23, Synergy_Loewe=3.47, Synergy_HSA=1.60. (3) Drug 1: CC1C(C(CC(O1)OC2CC(CC3=C2C(=C4C(=C3O)C(=O)C5=C(C4=O)C(=CC=C5)OC)O)(C(=O)C)O)N)O.Cl. Drug 2: C1=CC(=CC=C1CCCC(=O)O)N(CCCl)CCCl. Cell line: A498. Synergy scores: CSS=35.3, Synergy_ZIP=-9.18, Synergy_Bliss=-3.20, Synergy_Loewe=-1.31, Synergy_HSA=-1.02. (4) Drug 1: CCCCCOC(=O)NC1=NC(=O)N(C=C1F)C2C(C(C(O2)C)O)O. Drug 2: N.N.Cl[Pt+2]Cl. Cell line: COLO 205. Synergy scores: CSS=35.8, Synergy_ZIP=-10.1, Synergy_Bliss=1.85, Synergy_Loewe=-5.91, Synergy_HSA=4.40. (5) Drug 2: CC12CCC3C(C1CCC2O)C(CC4=C3C=CC(=C4)O)CCCCCCCCCS(=O)CCCC(C(F)(F)F)(F)F. Synergy scores: CSS=5.79, Synergy_ZIP=-1.80, Synergy_Bliss=-1.36, Synergy_Loewe=3.92, Synergy_HSA=1.52. Cell line: HOP-92. Drug 1: CCC(=C(C1=CC=CC=C1)C2=CC=C(C=C2)OCCN(C)C)C3=CC=CC=C3.C(C(=O)O)C(CC(=O)O)(C(=O)O)O. (6) Drug 1: C1=CC(=CC=C1CC(C(=O)O)N)N(CCCl)CCCl.Cl. Drug 2: CCCCCOC(=O)NC1=NC(=O)N(C=C1F)C2C(C(C(O2)C)O)O. Cell line: HOP-92. Synergy scores: CSS=7.84, Synergy_ZIP=-6.08, Synergy_Bliss=-8.65, Synergy_Loewe=-13.4, Synergy_HSA=-8.30. (7) Drug 1: CC12CCC3C(C1CCC2O)C(CC4=C3C=CC(=C4)O)CCCCCCCCCS(=O)CCCC(C(F)(F)F)(F)F. Drug 2: C1CC(=O)NC(=O)C1N2C(=O)C3=CC=CC=C3C2=O. Cell line: CCRF-CEM. Synergy scores: CSS=-12.0, Synergy_ZIP=6.47, Synergy_Bliss=0.816, Synergy_Loewe=-7.59, Synergy_HSA=-8.05.